Dataset: Reaction yield outcomes from USPTO patents with 853,638 reactions. Task: Predict the reaction yield, written as a fraction of the theoretical maximum amount of product (1.0 means a 100% yield; for example, 0.34 means a 34% yield). (1) The reactants are [Br:1][C:2]1[CH:3]=[C:4]([NH2:8])[CH:5]=[N:6][CH:7]=1.[F:9][C:10]1[CH:15]=[CH:14][C:13]([S:16](Cl)(=[O:18])=[O:17])=[CH:12][CH:11]=1.C(#N)C.O. The catalyst is CCO.C(O)=O. The product is [Br:1][C:2]1[CH:3]=[C:4]([NH:8][S:16]([C:13]2[CH:14]=[CH:15][C:10]([F:9])=[CH:11][CH:12]=2)(=[O:18])=[O:17])[CH:5]=[N:6][CH:7]=1. The yield is 0.244. (2) The reactants are Cl[C:2]1[N:7]=[C:6]([CH2:8][CH2:9][C:10]2[CH:15]=[CH:14][CH:13]=[CH:12][C:11]=2[C:16]2(C(N)=O)[CH2:18][CH2:17]2)[C:5]([Cl:22])=[CH:4][N:3]=1.C([O-])([O-])=O.[Cs+].[Cs+].[NH2:29][C:30]1[CH:34]=[C:33]([CH3:35])[N:32](C(OC(C)(C)C)=O)[N:31]=1.NC1[N:48]([C:49](OC(C)(C)C)=[O:50])N=C(C)C=1.CC1(C)C2C(=C(P(C3C=CC=CC=3)C3C=CC=CC=3)C=CC=2)OC2C(P(C3C=CC=CC=3)C3C=CC=CC=3)=CC=CC1=2.C(O)(C(F)(F)F)=O.C([O-])([O-])=O.[Na+].[Na+]. The catalyst is O1CCOCC1.C(Cl)Cl.C1C=CC(/C=C/C(/C=C/C2C=CC=CC=2)=O)=CC=1.C1C=CC(/C=C/C(/C=C/C2C=CC=CC=2)=O)=CC=1.C1C=CC(/C=C/C(/C=C/C2C=CC=CC=2)=O)=CC=1.[Pd].[Pd].O. The product is [Cl:22][C:5]1[C:6]([CH2:8][CH2:9][C:10]2[CH:15]=[CH:14][CH:13]=[CH:12][C:11]=2[CH:16]2[CH2:17][CH:18]2[C:49]([NH2:48])=[O:50])=[N:7][C:2]([NH:29][C:30]2[CH:34]=[C:33]([CH3:35])[NH:32][N:31]=2)=[N:3][CH:4]=1. The yield is 0.0300. (3) The reactants are [Si]([O:8][CH2:9][CH:10]([C:12]1[CH:13]=[C:14]([C:28]2[N:33]=[C:32]([CH3:34])[N:31]=[C:30]([NH2:35])[N:29]=2)[C:15]([NH:18][C:19]2[CH:20]=[N:21][C:22]([O:26][CH3:27])=[C:23]([F:25])[CH:24]=2)=[N:16][CH:17]=1)[CH3:11])(C(C)(C)C)(C)C. The catalyst is C1COCC1. The product is [NH2:35][C:30]1[N:31]=[C:32]([CH3:34])[N:33]=[C:28]([C:14]2[CH:13]=[C:12]([CH:10]([CH3:11])[CH2:9][OH:8])[CH:17]=[N:16][C:15]=2[NH:18][C:19]2[CH:20]=[N:21][C:22]([O:26][CH3:27])=[C:23]([F:25])[CH:24]=2)[N:29]=1. The yield is 0.748. (4) The reactants are O=[C:2]1[CH2:7][CH2:6][N:5]([C:8]([O:10][C:11]([CH3:14])([CH3:13])[CH3:12])=[O:9])[CH2:4][CH2:3]1.[C:15]([CH2:17][C:18]([O:20][CH2:21][CH3:22])=[O:19])#[N:16].C([O-])(=O)C.[NH4+].C(O)(=O)C. The catalyst is C1(C)C=CC=CC=1. The product is [C:15]([C:17](=[C:2]1[CH2:7][CH2:6][N:5]([C:8]([O:10][C:11]([CH3:14])([CH3:13])[CH3:12])=[O:9])[CH2:4][CH2:3]1)[C:18]([O:20][CH2:21][CH3:22])=[O:19])#[N:16]. The yield is 0.430.